Task: Predict the reaction yield, written as a fraction of the theoretical maximum amount of product (1.0 means a 100% yield; for example, 0.34 means a 34% yield).. Dataset: Reaction yield outcomes from USPTO patents with 853,638 reactions (1) The reactants are [Br:1][C:2]1[CH:3]=[C:4]2[C:9](=[CH:10][CH:11]=1)[N:8]=[CH:7][C:6]([C:12]([CH:14]1[CH2:16][CH2:15]1)=[O:13])=[C:5]2Cl.[F:18][C@@H:19]1[CH2:23][CH2:22][N:21]([CH:24]2[CH2:29][CH2:28][CH:27]([NH2:30])[CH2:26][CH2:25]2)[CH2:20]1. No catalyst specified. The product is [Br:1][C:2]1[CH:3]=[C:4]2[C:9](=[CH:10][CH:11]=1)[N:8]=[CH:7][C:6]([C:12]([CH:14]1[CH2:16][CH2:15]1)=[O:13])=[C:5]2[NH:30][CH:27]1[CH2:26][CH2:25][CH:24]([N:21]2[CH2:22][CH2:23][C@@H:19]([F:18])[CH2:20]2)[CH2:29][CH2:28]1. The yield is 0.750. (2) The reactants are [F:1][C:2]1[CH:7]=[CH:6][C:5]([C:8]2[O:9][C:10]3[CH:20]=[CH:19][C:18]([C:21]4[CH:26]=[C:25]([C:27](=[O:38])[NH:28][C:29]5([C:32]6[CH:37]=[CH:36][CH:35]=[CH:34][N:33]=6)[CH2:31][CH2:30]5)[C:24]([OH:39])=[CH:23][C:22]=4[CH3:40])=[CH:17][C:11]=3[C:12]=2[C:13]([NH:15][CH3:16])=[O:14])=[CH:4][CH:3]=1.[C:41]1(P(C2C=CC=CC=2)C2C=CC=CC=2)[CH:46]=CC=C[CH:42]=1.N(/C(OC(C)(C)C)=O)=N\C(OC(C)(C)C)=O.CC(O)C. The catalyst is O1CCOCC1. The product is [F:1][C:2]1[CH:7]=[CH:6][C:5]([C:8]2[O:9][C:10]3[CH:20]=[CH:19][C:18]([C:21]4[CH:26]=[C:25]([C:27](=[O:38])[NH:28][C:29]5([C:32]6[CH:37]=[CH:36][CH:35]=[CH:34][N:33]=6)[CH2:30][CH2:31]5)[C:24]([O:39][CH:41]([CH3:46])[CH3:42])=[CH:23][C:22]=4[CH3:40])=[CH:17][C:11]=3[C:12]=2[C:13]([NH:15][CH3:16])=[O:14])=[CH:4][CH:3]=1. The yield is 0.250. (3) The reactants are [Cl-].O[NH3+:3].[C:4](=[O:7])([O-])[OH:5].[Na+].CS(C)=O.[CH2:13]([N:20]1[C:25](=[O:26])[C:24]([CH2:27][C:28]2[CH:33]=[CH:32][C:31]([C:34]3[C:35]([C:40]#[N:41])=[CH:36][CH:37]=[CH:38][CH:39]=3)=[CH:30][CH:29]=2)=[C:23]([CH2:42][CH2:43][CH2:44][CH3:45])[N:22]=[C:21]1[CH2:46][CH3:47])[C:14]1[CH:19]=[CH:18][CH:17]=[CH:16][CH:15]=1. The catalyst is C(OCC)(=O)C. The product is [CH2:13]([N:20]1[C:25](=[O:26])[C:24]([CH2:27][C:28]2[CH:33]=[CH:32][C:31]([C:34]3[CH:39]=[CH:38][CH:37]=[CH:36][C:35]=3[C:40]3[NH:3][C:4](=[O:7])[O:5][N:41]=3)=[CH:30][CH:29]=2)=[C:23]([CH2:42][CH2:43][CH2:44][CH3:45])[N:22]=[C:21]1[CH2:46][CH3:47])[C:14]1[CH:15]=[CH:16][CH:17]=[CH:18][CH:19]=1. The yield is 0.650.